From a dataset of Catalyst prediction with 721,799 reactions and 888 catalyst types from USPTO. Predict which catalyst facilitates the given reaction. (1) Product: [O:1]=[CH:2][C@@H:3]([NH:5][C:6](=[O:12])[O:7][C:8]([CH3:11])([CH3:10])[CH3:9])[CH3:4]. Reactant: [OH:1][CH2:2][C@@H:3]([NH:5][C:6](=[O:12])[O:7][C:8]([CH3:11])([CH3:10])[CH3:9])[CH3:4].CC(OI1(OC(C)=O)(OC(C)=O)OC(=O)C2C=CC=CC1=2)=O. The catalyst class is: 2. (2) Reactant: [Br:1][C:2]1[CH:10]=[CH:9][C:5]([C:6]([NH2:8])=O)=[C:4]([F:11])[CH:3]=1.COC(OC)[N:15]([CH3:17])C.O.[NH2:21]N. Product: [Br:1][C:2]1[CH:10]=[CH:9][C:5]([C:6]2[NH:15][CH:17]=[N:21][N:8]=2)=[C:4]([F:11])[CH:3]=1. The catalyst class is: 15. (3) Reactant: ClC(Cl)(OC(=O)OC(Cl)(Cl)Cl)Cl.C(O[C:17]([C:19]1[C:24]([CH2:25][N:26]([CH2:37][C:38]([O:40]C)=O)S(C2C=CC(C)=CC=2)(=O)=O)=[CH:23][CH:22]=[CH:21][N:20]=1)=[O:18])(C)C.C(N(C(C)C)CC)(C)C.O.[Cl-].[Cl-].[NH3+:54][CH2:55][C:56]1[NH2+:60][C:59]2[CH:61]=[CH:62][CH:63]=[CH:64][C:58]=2[N:57]=1.[C:65]([OH:71])([C:67]([F:70])([F:69])[F:68])=[O:66]. Product: [F:68][C:67]([F:70])([F:69])[C:65]([O-:71])=[O:66].[OH:18][C:17]1[C:37]([C:38]([NH:54][CH2:55][C:56]2[NH2+:60][C:59]3[CH:61]=[CH:62][CH:63]=[CH:64][C:58]=3[N:57]=2)=[O:40])=[N:26][CH:25]=[C:24]2[C:19]=1[N:20]=[CH:21][CH:22]=[CH:23]2. The catalyst class is: 3. (4) Product: [C:1]([O:4][C@H:5](/[CH:7]=[CH:8]\[C:9]([NH:11][C@@H:12]1[CH2:17][C@H:16]([CH3:18])[C@H:15]([CH2:19]/[CH:20]=[C:21](\[CH3:38])/[CH:22]=[CH:23]/[C@H:24]2[O:31][C@H:30]([CH2:32][C:33]([NH:35][CH2:45][CH2:42][OH:43])=[O:34])[CH2:29][C@:26]3([O:28][CH2:27]3)[C@@H:25]2[OH:37])[O:14][C@@H:13]1[CH3:39])=[O:10])[CH3:6])(=[O:3])[CH3:2]. Reactant: [C:1]([O:4][C@H:5](/[CH:7]=[CH:8]\[C:9]([NH:11][C@@H:12]1[CH2:17][C@H:16]([CH3:18])[C@H:15]([CH2:19]/[CH:20]=[C:21](\[CH3:38])/[CH:22]=[CH:23]/[C@H:24]2[O:31][C@H:30]([CH2:32][C:33]([NH:35]O)=[O:34])[CH2:29][C@:26]3([O:28][CH2:27]3)[C@@H:25]2[OH:37])[O:14][C@@H:13]1[CH3:39])=[O:10])[CH3:6])(=[O:3])[CH3:2].CN(C)[CH:42]=[O:43].[CH:45](N(CC)C(C)C)(C)C.Cl.NO. The catalyst class is: 30. (5) Reactant: [Cl:1][C:2]1[CH:3]=[C:4]([CH:17]=[CH:18][C:19]=1[O:20][CH2:21][O:22][CH3:23])[C:5]([NH:7][C:8]([CH3:16])([C:10]1[CH:15]=[CH:14][CH:13]=[CH:12][CH:11]=1)[CH3:9])=[O:6].CN(CCN(C)C)C.CN([CH:35]=[O:36])C. Product: [Cl:1][C:2]1[C:19]([O:20][CH2:21][O:22][CH3:23])=[CH:18][CH:17]=[C:4]2[C:3]=1[CH:35]([OH:36])[N:7]([C:8]([CH3:16])([C:10]1[CH:15]=[CH:14][CH:13]=[CH:12][CH:11]=1)[CH3:9])[C:5]2=[O:6]. The catalyst class is: 1. (6) Reactant: [CH2:1]([O:3][C:4]([CH:6]1[CH2:8][CH:7]1[C:9]1[CH:14]=[CH:13][C:12]([O:15]C)=[C:11]([F:17])[CH:10]=1)=[O:5])[CH3:2].B(Br)(Br)Br.CO. The catalyst class is: 2. Product: [CH2:1]([O:3][C:4]([CH:6]1[CH2:8][CH:7]1[C:9]1[CH:14]=[CH:13][C:12]([OH:15])=[C:11]([F:17])[CH:10]=1)=[O:5])[CH3:2]. (7) Reactant: [CH3:1][O:2][C:3](=[O:13])[CH2:4][O:5][C:6]1[CH:11]=[CH:10][CH:9]=[CH:8][C:7]=1[CH3:12].[Br:14]N1C(=O)CCC1=O. Product: [CH3:1][O:2][C:3](=[O:13])[CH2:4][O:5][C:6]1[CH:11]=[CH:10][C:9]([Br:14])=[CH:8][C:7]=1[CH3:12]. The catalyst class is: 10. (8) Product: [CH3:1][N:2]1[CH2:11][CH2:10][C:9]2[C:4](=[CH:5][C:6]([NH2:14])=[C:7]([O:12][CH3:13])[CH:8]=2)[CH2:3]1. The catalyst class is: 105. Reactant: [CH3:1][N:2]1[CH2:11][CH2:10][C:9]2[C:4](=[CH:5][C:6]([N+:14]([O-])=O)=[C:7]([O:12][CH3:13])[CH:8]=2)[CH2:3]1. (9) Reactant: CS(O[CH2:6][C:7]1[N:8]=[C:9]([Cl:12])[O:10][CH:11]=1)(=O)=O.[NH:13]1[CH2:18][CH2:17][CH2:16][CH2:15][CH2:14]1.[I-].[Na+].Cl. Product: [Cl:12][C:9]1[O:10][CH:11]=[C:7]([CH2:6][N:13]2[CH2:18][CH2:17][CH2:16][CH2:15][CH2:14]2)[N:8]=1. The catalyst class is: 10. (10) The catalyst class is: 290. Reactant: N(OC(C)(C)C)=O.[CH3:8][O:9][C:10](=[O:46])[N:11]([CH2:34][C:35]1[CH:40]=[C:39]([C:41]([F:44])([F:43])[F:42])[CH:38]=[C:37](N)[CH:36]=1)[CH2:12][C:13]1[CH:18]=[C:17]([C:19]([F:22])([F:21])[F:20])[CH:16]=[CH:15][C:14]=1[C:23]1[CH:28]=[C:27]([CH:29]([CH3:31])[CH3:30])[CH:26]=[CH:25][C:24]=1[O:32][CH3:33].[ClH:47]. Product: [CH3:8][O:9][C:10](=[O:46])[N:11]([CH2:34][C:35]1[CH:40]=[C:39]([C:41]([F:44])([F:43])[F:42])[CH:38]=[C:37]([Cl:47])[CH:36]=1)[CH2:12][C:13]1[CH:18]=[C:17]([C:19]([F:22])([F:21])[F:20])[CH:16]=[CH:15][C:14]=1[C:23]1[CH:28]=[C:27]([CH:29]([CH3:31])[CH3:30])[CH:26]=[CH:25][C:24]=1[O:32][CH3:33].